Task: Predict the reactants needed to synthesize the given product.. Dataset: Full USPTO retrosynthesis dataset with 1.9M reactions from patents (1976-2016) (1) Given the product [Cl:82][C:77]1[CH:78]=[CH:79][CH:80]=[CH:81][C:76]=1[C:73]1[N:72]=[C:71]([CH2:70][N:45]2[CH2:44][CH2:43][CH:42]([CH2:41][O:40][C:30]3[C:29]([CH:26]4[CH2:28][CH2:27]4)=[CH:38][C:33]([C:34]([O:36][CH3:37])=[O:35])=[C:32]([F:39])[CH:31]=3)[CH2:47][CH2:46]2)[O:75][N:74]=1, predict the reactants needed to synthesize it. The reactants are: Cl.ClC1C(OCC2CCNCC2)=CC(F)=C(C=1)C(OC(C)(C)C)=O.Cl.[CH:26]1([C:29]2[C:30]([O:40][CH2:41][CH:42]3[CH2:47][CH2:46][NH:45][CH2:44][CH2:43]3)=[CH:31][C:32]([F:39])=[C:33]([CH:38]=2)[C:34]([O:36][CH3:37])=[O:35])[CH2:28][CH2:27]1.CC1C=CC(S(O[C@@H](C2C=C(Cl)C=C(Cl)C=2)C)(=O)=O)=CC=1.Cl[CH2:70][C:71]1[O:75][N:74]=[C:73]([C:76]2[CH:81]=[CH:80][CH:79]=[CH:78][C:77]=2[Cl:82])[N:72]=1. (2) Given the product [O:25]=[C:19]1[CH:18]=[CH:17][C:16]([C:15]2[C:14]([C:26]3[CH:27]=[CH:28][CH:29]=[CH:30][CH:31]=3)=[N:13][N:10]3[CH:11]=[CH:12][C:7]([N:1]4[CH2:2][CH2:3][N:4]([C:39]([O:40][CH3:41])=[O:42])[CH2:5][CH2:6]4)=[CH:8][C:9]=23)=[N:21][N:20]1[CH:22]([CH3:24])[CH3:23], predict the reactants needed to synthesize it. The reactants are: [N:1]1([C:7]2[CH:12]=[CH:11][N:10]3[N:13]=[C:14]([C:26]4[CH:31]=[CH:30][CH:29]=[CH:28][CH:27]=4)[C:15]([C:16]4[CH:17]=[CH:18][C:19](=[O:25])[N:20]([CH:22]([CH3:24])[CH3:23])[N:21]=4)=[C:9]3[CH:8]=2)[CH2:6][CH2:5][NH:4][CH2:3][CH2:2]1.C(N(CC)CC)C.[C:39](Cl)(=[O:42])[O:40][CH3:41].